This data is from Forward reaction prediction with 1.9M reactions from USPTO patents (1976-2016). The task is: Predict the product of the given reaction. (1) Given the reactants [CH3:1][C:2]1[CH:3]=[C:4]([CH:8]=[CH:9][C:10]=1[CH3:11])[C:5]([OH:7])=[O:6].[C:12]1([CH2:18][CH2:19]O)[CH:17]=[CH:16][CH:15]=[CH:14][CH:13]=1.S(=O)(=O)(O)O, predict the reaction product. The product is: [CH3:1][C:2]1[CH:3]=[C:4]([CH:8]=[CH:9][C:10]=1[CH3:11])[C:5]([O:7][CH2:19][CH2:18][C:12]1[CH:17]=[CH:16][CH:15]=[CH:14][CH:13]=1)=[O:6]. (2) Given the reactants [H-].[Na+].[Br:3][C:4]1[N:9]=[C:8]([NH:10][C:11](=[O:17])[O:12][C:13]([CH3:16])([CH3:15])[CH3:14])[C:7]([O:18][CH3:19])=[CH:6][CH:5]=1.I[CH3:21].[NH4+].[Cl-], predict the reaction product. The product is: [Br:3][C:4]1[N:9]=[C:8]([N:10]([CH3:21])[C:11](=[O:17])[O:12][C:13]([CH3:14])([CH3:15])[CH3:16])[C:7]([O:18][CH3:19])=[CH:6][CH:5]=1. (3) Given the reactants [CH:1](OCC)(OCC)[O:2]CC.[NH2:11][C:12]1[N:13]=[C:14]([C:24]2[CH:29]=[CH:28][C:27]([CH3:30])=[CH:26][C:25]=2[CH3:31])[C:15]2[CH:20]=[C:19]([C:21]([NH2:23])=[NH:22])[S:18][C:16]=2[N:17]=1.B(F)(F)F.CCOCC.ClCCl, predict the reaction product. The product is: [CH3:31][C:25]1[CH:26]=[C:27]([CH3:30])[CH:28]=[CH:29][C:24]=1[C:14]1[C:15]2[CH:20]=[C:19]([C:21]3[N:23]=[CH:1][O:2][N:22]=3)[S:18][C:16]=2[N:17]=[C:12]([NH2:11])[N:13]=1. (4) The product is: [Br:47][CH2:2][C:3]([CH3:26])=[CH:4][CH2:5][C:6]1[C:14]([O:15][CH2:16][CH2:17][Si:18]([CH3:21])([CH3:20])[CH3:19])=[C:13]2[C:9]([CH2:10][O:11][C:12]2=[O:22])=[C:8]([CH3:23])[C:7]=1[CH:24]=[CH2:25]. Given the reactants O[CH2:2][C:3]([CH3:26])=[CH:4][CH2:5][C:6]1[C:14]([O:15][CH2:16][CH2:17][Si:18]([CH3:21])([CH3:20])[CH3:19])=[C:13]2[C:9]([CH2:10][O:11][C:12]2=[O:22])=[C:8]([CH3:23])[C:7]=1[CH:24]=[CH2:25].C1(P(C2C=CC=CC=2)C2C=CC=CC=2)C=CC=CC=1.C(Br)(Br)(Br)[Br:47], predict the reaction product. (5) Given the reactants Cl[CH2:2][CH2:3][C:4]([C:6]1[CH:11]=[CH:10][C:9]([F:12])=[CH:8][CH:7]=1)=[O:5].C([O-])([O-])=O.[K+].[K+].[CH3:19][C:20]([CH3:25])([CH3:24])[C@@H:21]([NH2:23])[CH3:22], predict the reaction product. The product is: [CH3:19][C:20]([CH3:25])([CH3:24])[C@@H:21]([NH:23][CH2:2][CH2:3][C:4]([C:6]1[CH:11]=[CH:10][C:9]([F:12])=[CH:8][CH:7]=1)=[O:5])[CH3:22].